This data is from Forward reaction prediction with 1.9M reactions from USPTO patents (1976-2016). The task is: Predict the product of the given reaction. Given the reactants [C:1]([O:5][C:6](=[O:25])[CH2:7][C@H:8]1[CH2:13][C@@H:12]([CH2:14][N:15]2[CH:19]=[CH:18][C:17]([N+:20]([O-])=O)=[N:16]2)[O:11][C:10]([CH3:24])([CH3:23])[O:9]1)([CH3:4])([CH3:3])[CH3:2].[H][H], predict the reaction product. The product is: [C:1]([O:5][C:6](=[O:25])[CH2:7][C@H:8]1[CH2:13][C@@H:12]([CH2:14][N:15]2[CH:19]=[CH:18][C:17]([NH2:20])=[N:16]2)[O:11][C:10]([CH3:24])([CH3:23])[O:9]1)([CH3:4])([CH3:2])[CH3:3].